Dataset: Reaction yield outcomes from USPTO patents with 853,638 reactions. Task: Predict the reaction yield, written as a fraction of the theoretical maximum amount of product (1.0 means a 100% yield; for example, 0.34 means a 34% yield). (1) The reactants are [NH:1]1[CH2:6][CH2:5][CH2:4][CH2:3][CH2:2]1.[N+:7]([C:10]1[CH:15]=[CH:14][CH:13]=[CH:12][C:11]=1[S:16](Cl)(=[O:18])=[O:17])([O-])=O. No catalyst specified. The product is [N:1]1([S:16]([C:11]2[CH:12]=[CH:13][CH:14]=[CH:15][C:10]=2[NH2:7])(=[O:18])=[O:17])[CH2:6][CH2:5][CH2:4][CH2:3][CH2:2]1. The yield is 0.580. (2) The catalyst is CN1C(=O)CCC1. The product is [C:23]([C:2]1[CH:7]=[CH:6][CH:5]=[CH:4][C:3]=1[CH2:8][CH2:9][NH:10][C:11]([CH:13]1[CH2:18][CH:17]([CH3:19])[CH2:16][CH2:15][CH:14]1[CH:20]([CH3:22])[CH3:21])=[O:12])#[N:24]. The yield is 0.810. The reactants are Br[C:2]1[CH:7]=[CH:6][CH:5]=[CH:4][C:3]=1[CH2:8][CH2:9][NH:10][C:11]([CH:13]1[CH2:18][CH:17]([CH3:19])[CH2:16][CH2:15][CH:14]1[CH:20]([CH3:22])[CH3:21])=[O:12].[C:23]([Cu])#[N:24]. (3) The reactants are [C:1]([Si:5]([CH3:18])([CH3:17])[O:6][CH2:7][C:8]1[CH:13]=[CH:12][C:11]([C:14]#[C:15][CH3:16])=[CH:10][CH:9]=1)([CH3:4])([CH3:3])[CH3:2].[H][H]. The catalyst is C(OCC)(=O)C.[Pd]. The product is [C:1]([Si:5]([CH3:18])([CH3:17])[O:6][CH2:7][C:8]1[CH:13]=[CH:12][C:11]([CH2:14][CH2:15][CH3:16])=[CH:10][CH:9]=1)([CH3:3])([CH3:4])[CH3:2]. The yield is 0.980. (4) The yield is 0.305. The product is [Cl:19][C:16]1[CH:17]=[CH:18][C:13]([O:12][C:9]2[CH:8]=[CH:7][C:6]([CH2:5][CH2:4][O:3][C:1]3[NH:2][CH:30]=[C:24]([CH2:22][CH3:23])[C:25](=[O:26])[N:21]=3)=[CH:11][CH:10]=2)=[CH:14][C:15]=1[CH3:20]. The catalyst is CN(C=O)C. The reactants are [C:1](=[NH:21])([O:3][CH2:4][CH2:5][C:6]1[CH:11]=[CH:10][C:9]([O:12][C:13]2[CH:18]=[CH:17][C:16]([Cl:19])=[C:15]([CH3:20])[CH:14]=2)=[CH:8][CH:7]=1)[NH2:2].[CH2:22](/[C:24](=[CH:30]/O)/[C:25](OCC)=[O:26])[CH3:23].C([O-])([O-])=O.[K+].[K+]. (5) The reactants are [C:1]([O:5][C:6]([NH:8][C@@H:9]1[CH2:13][CH2:12][C@H:11]([C:14]([OH:16])=O)[CH2:10]1)=[O:7])([CH3:4])([CH3:3])[CH3:2].[CH2:17]([O:24][N:25]1[C:31](=[O:32])[N:30]2[CH2:33][C@H:26]1[CH2:27][CH2:28][C@H:29]2[C:34]([NH:36][NH2:37])=[O:35])[C:18]1[CH:23]=[CH:22][CH:21]=[CH:20][CH:19]=1.CN(C(ON1N=NC2C=CC=NC1=2)=[N+](C)C)C.F[P-](F)(F)(F)(F)F.CCN(C(C)C)C(C)C. The catalyst is CN(C=O)C.O. The product is [CH2:17]([O:24][N:25]1[C:31](=[O:32])[N:30]2[CH2:33][C@H:26]1[CH2:27][CH2:28][C@H:29]2[C:34]([NH:36][NH:37][C:14]([C@H:11]1[CH2:12][CH2:13][C@@H:9]([NH:8][C:6](=[O:7])[O:5][C:1]([CH3:2])([CH3:3])[CH3:4])[CH2:10]1)=[O:16])=[O:35])[C:18]1[CH:23]=[CH:22][CH:21]=[CH:20][CH:19]=1. The yield is 0.550.